From a dataset of Reaction yield outcomes from USPTO patents with 853,638 reactions. Predict the reaction yield, written as a fraction of the theoretical maximum amount of product (1.0 means a 100% yield; for example, 0.34 means a 34% yield). (1) The yield is 0.480. No catalyst specified. The product is [CH3:5][N:4]([CH3:6])/[CH:3]=[CH:17]/[C:12](=[O:13])[CH:11]([O:15][CH3:16])[O:10][CH3:9]. The reactants are CO[CH:3](OC)[N:4]([CH3:6])[CH3:5].[CH3:9][O:10][C:11]([O:15][CH3:16])(C)[CH:12]=[O:13].[CH2:17](O)C(C)C. (2) The reactants are [Cl:1][C:2]1[N:7]=[C:6]([NH:8][CH2:9][C:10]([F:13])([F:12])[F:11])[C:5]([NH2:14])=[C:4]([N:15]2[CH2:20][CH2:19][O:18][CH2:17][CH2:16]2)[N:3]=1.[N:21]([O-])=O.[Na+]. No catalyst specified. The product is [Cl:1][C:2]1[N:3]=[C:4]([N:15]2[CH2:16][CH2:17][O:18][CH2:19][CH2:20]2)[C:5]2[N:14]=[N:21][N:8]([CH2:9][C:10]([F:11])([F:12])[F:13])[C:6]=2[N:7]=1. The yield is 0.680. (3) The reactants are Br.Br[CH2:3][C:4]1[N:5]=[C:6]2[C:11](=[N:12][CH:13]=1)[N:10]=[C:9]([NH2:14])[N:8]=[C:7]2[NH2:15].Cl.[CH3:17][O:18][C:19]1[CH:20]=[C:21]([CH2:27][CH2:28][NH2:29])[CH:22]=[CH:23][C:24]=1[O:25][CH3:26].C(=O)(O)[O-]. The catalyst is CN(C)C(=O)C. The product is [CH3:17][O:18][C:19]1[CH:20]=[C:21]([CH2:27][CH2:28][NH:29][CH2:3][C:4]2[N:5]=[C:6]3[C:11](=[N:12][CH:13]=2)[N:10]=[C:9]([NH2:14])[N:8]=[C:7]3[NH2:15])[CH:22]=[CH:23][C:24]=1[O:25][CH3:26]. The yield is 0.196. (4) The reactants are Cl.[OH:2][C@H:3]1[CH2:6][C@H:5]([C:7]2[CH:12]=[CH:11][C:10]([C:13]3[CH:18]=[CH:17][N:16]([CH2:19][CH2:20][C@@:21]([CH3:36])([S:32]([CH3:35])(=[O:34])=[O:33])[C:22]([NH:24][O:25]C4CCCCO4)=[O:23])[C:15](=[O:37])[CH:14]=3)=[CH:9][CH:8]=2)[CH2:4]1. The catalyst is O1CCOCC1. The product is [OH:25][NH:24][C:22](=[O:23])[C@:21]([CH3:36])([S:32]([CH3:35])(=[O:34])=[O:33])[CH2:20][CH2:19][N:16]1[CH:17]=[CH:18][C:13]([C:10]2[CH:11]=[CH:12][C:7]([C@H:5]3[CH2:4][C@H:3]([OH:2])[CH2:6]3)=[CH:8][CH:9]=2)=[CH:14][C:15]1=[O:37]. The yield is 0.600. (5) The reactants are [CH:1]1([C:4]2[CH:9]=[CH:8][N:7]=[CH:6][C:5]=2[N:10]2[CH2:14][CH2:13][NH:12][C:11]2=[O:15])[CH2:3][CH2:2]1.Br[C:17]1[C:25]([F:26])=[CH:24][C:20]2[S:21][CH:22]=[CH:23][C:19]=2[CH:18]=1.CN[C@@H]1CCCC[C@H]1NC.P([O-])([O-])([O-])=O.[K+].[K+].[K+]. The catalyst is [Cu](I)I.O1CCOCC1. The product is [CH:1]1([C:4]2[CH:9]=[CH:8][N:7]=[CH:6][C:5]=2[N:10]2[CH2:14][CH2:13][N:12]([C:17]3[C:25]([F:26])=[CH:24][C:20]4[S:21][CH:22]=[CH:23][C:19]=4[CH:18]=3)[C:11]2=[O:15])[CH2:3][CH2:2]1. The yield is 0.0600. (6) The reactants are C[N:2]1[CH2:7][CH2:6][CH:5]([CH2:8][CH2:9]CCOC2C=C(C=CC=2)C=O)[CH2:4][CH2:3]1.[CH3:21][N:22]1[CH2:27][CH2:26][CH:25]([CH2:28][CH2:29][CH2:30][CH2:31][O:32][C:33]2[CH:34]=[C:35]([CH:38]=[CH:39][CH:40]=2)[C:36]#[N:37])[CH2:24][CH2:23]1.[CH3:41]C(C[AlH]CC(C)C)C.OS(O)(=O)=O.[OH-].[Na+].C(C(C(C([O-])=O)O)O)([O-])=O.[K+].[Na+].[CH2:69]([Cl:71])Cl. The catalyst is C1(C)C=CC=CC=1.CO. The product is [Cl:71][C:69]1[CH:3]=[CH:4][C:5]([C:6]2[N:37]=[C:36]([C:35]3[CH:34]=[C:33]([CH:40]=[CH:39][CH:38]=3)[O:32][CH2:31][CH2:30][CH2:29][CH2:28][CH:25]3[CH2:24][CH2:23][N:22]([CH3:21])[CH2:27][CH2:26]3)[NH:2][C:7]=2[CH3:41])=[CH:8][CH:9]=1. The yield is 0.660. (7) The reactants are [CH3:1][O:2][C:3]1[CH:8]=[CH:7][C:6]([CH:9]([C:42]2[CH:47]=[CH:46][C:45]([O:48][CH3:49])=[CH:44][CH:43]=2)[O:10][CH:11]([C:36]2[CH:41]=[CH:40][CH:39]=[CH:38][CH:37]=2)[CH:12]2[CH:16]([OH:17])[CH2:15][N:14]([C:18](=[O:35])[CH2:19][CH2:20][CH2:21][CH2:22][CH2:23][N:24]3[C:32](=[O:33])[C:31]4[C:26](=[CH:27][CH:28]=[CH:29][CH:30]=4)[C:25]3=[O:34])[CH2:13]2)=[CH:5][CH:4]=1.[C:50]1(=[O:56])[O:55][C:53](=[O:54])[CH2:52][CH2:51]1.C(N(CC)CC)C. The catalyst is CN(C1C=CN=CC=1)C.ClCCl. The product is [CH3:49][O:48][C:45]1[CH:46]=[CH:47][C:42]([CH:9]([C:6]2[CH:5]=[CH:4][C:3]([O:2][CH3:1])=[CH:8][CH:7]=2)[O:10][CH:11]([C:36]2[CH:37]=[CH:38][CH:39]=[CH:40][CH:41]=2)[CH:12]2[CH2:13][N:14]([C:18](=[O:35])[CH2:19][CH2:20][CH2:21][CH2:22][CH2:23][N:24]3[C:32](=[O:33])[C:31]4[C:26](=[CH:27][CH:28]=[CH:29][CH:30]=4)[C:25]3=[O:34])[CH2:15][CH:16]2[O:17][C:50](=[O:56])[CH2:51][CH2:52][C:53]([OH:55])=[O:54])=[CH:43][CH:44]=1. The yield is 0.890.